This data is from Full USPTO retrosynthesis dataset with 1.9M reactions from patents (1976-2016). The task is: Predict the reactants needed to synthesize the given product. (1) The reactants are: [CH3:1][O:2][C:3]1[CH:4]=[C:5]([NH2:15])[CH:6]=[CH:7][C:8]=1[N:9]1[CH2:14][CH2:13][O:12][CH2:11][CH2:10]1.Cl[C:17]1[C:26]2[C:21](=[CH:22][CH:23]=[C:24]([I:27])[CH:25]=2)[N:20]=[CH:19][N:18]=1. Given the product [I:27][C:24]1[CH:25]=[C:26]2[C:21](=[CH:22][CH:23]=1)[N:20]=[CH:19][N:18]=[C:17]2[NH:15][C:5]1[CH:6]=[CH:7][C:8]([N:9]2[CH2:14][CH2:13][O:12][CH2:11][CH2:10]2)=[C:3]([O:2][CH3:1])[CH:4]=1, predict the reactants needed to synthesize it. (2) Given the product [CH2:7]([O:13][C:14]1[CH:19]=[CH:18][C:17]([C@H:20]2[CH2:21][CH2:22][C@H:23]([OH:26])[CH2:24][CH2:25]2)=[C:16]([F:27])[C:15]=1[F:28])[CH2:8][CH2:9][CH2:10][CH2:11][CH3:12], predict the reactants needed to synthesize it. The reactants are: [H-].[Al+3].[Li+].[H-].[H-].[H-].[CH2:7]([O:13][C:14]1[CH:19]=[CH:18][C:17]([CH:20]2[CH2:25][CH2:24][C:23](=[O:26])[CH2:22][CH2:21]2)=[C:16]([F:27])[C:15]=1[F:28])[CH2:8][CH2:9][CH2:10][CH2:11][CH3:12].C(OCC)(=O)C.N. (3) Given the product [CH3:27][O:26][C:21]1[CH:22]=[CH:23][CH:24]=[CH:25][C:20]=1[CH2:19][CH2:18][O:17][CH2:16][CH2:15][O:14][C:11]1[CH:12]=[CH:13][C:8]([CH:7]2[CH2:6][CH2:5][N:4]([C:28]([O:30][C:31]([CH3:34])([CH3:33])[CH3:32])=[O:29])[CH2:3][CH:2]2[O:1][CH2:36][C:37]2[CH:38]=[CH:39][C:40]3[O:45][CH2:44][C:43](=[O:46])[N:42]([CH2:47][CH2:48][CH2:49][O:50][CH3:51])[C:41]=3[CH:52]=2)=[CH:9][CH:10]=1, predict the reactants needed to synthesize it. The reactants are: [OH:1][CH:2]1[CH:7]([C:8]2[CH:13]=[CH:12][C:11]([O:14][CH2:15][CH2:16][O:17][CH2:18][CH2:19][C:20]3[CH:25]=[CH:24][CH:23]=[CH:22][C:21]=3[O:26][CH3:27])=[CH:10][CH:9]=2)[CH2:6][CH2:5][N:4]([C:28]([O:30][C:31]([CH3:34])([CH3:33])[CH3:32])=[O:29])[CH2:3]1.Cl[CH2:36][C:37]1[CH:38]=[CH:39][C:40]2[O:45][CH2:44][C:43](=[O:46])[N:42]([CH2:47][CH2:48][CH2:49][O:50][CH3:51])[C:41]=2[CH:52]=1. (4) The reactants are: C([O:8][C:9](=[O:32])[C@@H:10]1[CH2:14][CH2:13][CH2:12][N:11]1[C:15](=[O:31])[CH:16]([CH:27]([CH2:29][CH3:30])[CH3:28])[NH:17][C:18](=[O:26])[CH2:19][C:20]1[CH:25]=[CH:24][CH:23]=[CH:22][CH:21]=1)C1C=CC=CC=1.[H][H]. Given the product [C:20]1([CH2:19][C:18]([NH:17][CH:16]([C:15]([N:11]2[CH2:12][CH2:13][CH2:14][C@H:10]2[C:9]([OH:32])=[O:8])=[O:31])[CH:27]([CH2:29][CH3:30])[CH3:28])=[O:26])[CH:21]=[CH:22][CH:23]=[CH:24][CH:25]=1, predict the reactants needed to synthesize it.